Dataset: Full USPTO retrosynthesis dataset with 1.9M reactions from patents (1976-2016). Task: Predict the reactants needed to synthesize the given product. (1) The reactants are: Cl[C:2]1[N:3]=[C:4](Cl)[C:5]2[CH:10]=[CH:9][NH:8][C:6]=2[N:7]=1.[NH2:12][C:13]1[CH:21]=[C:20]2[C:16]([CH:17]=[N:18][NH:19]2)=[CH:15][CH:14]=1. Given the product [NH:19]1[C:20]2[C:16](=[CH:15][CH:14]=[C:13]([NH:12][C:2]3[N:3]=[C:4]([NH:12][C:13]4[CH:21]=[C:20]5[C:16]([CH:17]=[N:18][NH:19]5)=[CH:15][CH:14]=4)[C:5]4[CH:10]=[CH:9][NH:8][C:6]=4[N:7]=3)[CH:21]=2)[CH:17]=[N:18]1, predict the reactants needed to synthesize it. (2) Given the product [OH:1][C@H:2]([CH3:34])[C@H:3]([NH:8][C:9](=[O:33])[C:10]1[CH:11]=[CH:12][C:13]([C:16]#[C:17][C:65]#[C:64][C:61]2[CH:60]=[CH:59][C:58]([C:57](=[O:66])[NH:56][CH2:55][CH2:54][NH2:67])=[CH:63][CH:62]=2)=[CH:14][CH:15]=1)[C:4](=[O:7])[NH:5][OH:6], predict the reactants needed to synthesize it. The reactants are: [OH:1][C@H:2]([CH3:34])[C@H:3]([NH:8][C:9](=[O:33])[C:10]1[CH:15]=[CH:14][C:13]([C:16]#[C:17]C#CC2C=CC(CN3CCOCC3)=CC=2)=[CH:12][CH:11]=1)[C:4](=[O:7])[NH:5][OH:6].C([CH:54]([NH2:67])[CH2:55][NH:56][C:57](=[O:66])[C:58]1[CH:63]=[CH:62][C:61]([C:64]#[CH:65])=[CH:60][CH:59]=1)(C1C=CC=CC=1)(C1C=CC=CC=1)C1C=CC=CC=1.CCN(CC)CC. (3) Given the product [F:13][C:10]1([CH2:14][NH:15][C:16]2[N:21]=[C:20]([C:22]3[CH:23]=[CH:24][C:25]([C:28]#[N:29])=[CH:26][CH:27]=3)[C:19]([C:35]3[CH:36]=[CH:37][C:32]([CH3:31])=[CH:33][CH:34]=3)=[CH:18][N:17]=2)[CH2:11][CH2:12][NH:8][CH2:9]1, predict the reactants needed to synthesize it. The reactants are: C(OC([N:8]1[CH2:12][CH2:11][C:10]([CH2:14][NH:15][C:16]2[N:21]=[C:20]([C:22]3[CH:27]=[CH:26][C:25]([C:28]#[N:29])=[CH:24][CH:23]=3)[C:19](Cl)=[CH:18][N:17]=2)([F:13])[CH2:9]1)=O)(C)(C)C.[CH3:31][C:32]1[CH:37]=[CH:36][C:35](B(O)O)=[CH:34][CH:33]=1. (4) Given the product [C:21]([O:25][C:26](=[O:27])[NH:17][C@H:13]1[CH2:14][CH2:15][CH2:16][C@H:11]([NH2:18])[CH2:12]1)([CH3:24])([CH3:23])[CH3:22], predict the reactants needed to synthesize it. The reactants are: C(C(C(C(O)=O)O)O)(O)=O.[C@H:11]1([NH2:18])[CH2:16][CH2:15][CH2:14][C@H:13]([NH2:17])[CH2:12]1.[OH-].[Na+].[C:21]([O:25][C:26](O[C:26]([O:25][C:21]([CH3:24])([CH3:23])[CH3:22])=[O:27])=[O:27])([CH3:24])([CH3:23])[CH3:22]. (5) Given the product [C:16]1([C@@H:14]2[CH2:15][C@H:13]2[NH:5][CH2:6][CH:7]2[CH2:8][CH2:9][N:10]([CH2:24][C:26]3[CH:35]=[CH:34][C:29]([C:30]([OH:32])=[O:31])=[CH:28][N:27]=3)[CH2:11][CH2:12]2)[CH:17]=[CH:18][CH:19]=[CH:20][CH:21]=1, predict the reactants needed to synthesize it. The reactants are: FC(F)(F)C([N:5]([C@@H:13]1[CH2:15][C@H:14]1[C:16]1[CH:21]=[CH:20][CH:19]=[CH:18][CH:17]=1)[CH2:6][CH:7]1[CH2:12][CH2:11][NH:10][CH2:9][CH2:8]1)=O.[CH:24]([C:26]1[CH:35]=[CH:34][C:29]([C:30]([O:32]C)=[O:31])=[CH:28][N:27]=1)=O.C(O[BH-](OC(=O)C)OC(=O)C)(=O)C.[Na+].[OH-].[Na+]. (6) Given the product [CH2:22]([O:29][C:30]1[CH:35]=[CH:34][C:33]([C@@H:36]([O:39][Si:40]([CH2:41][CH3:42])([CH2:43][CH3:44])[CH2:45][CH3:46])[CH2:37][NH:1][C@@H:2]([CH2:5][C:6]2[CH:7]=[CH:8][C:9]([O:12][C:13]3[N:18]4[CH:19]=[CH:20][N:21]=[C:17]4[CH:16]=[CH:15][CH:14]=3)=[CH:10][CH:11]=2)[CH2:3][OH:4])=[CH:32][C:31]=1[NH:47][S:48]([CH3:51])(=[O:49])=[O:50])[C:23]1[CH:28]=[CH:27][CH:26]=[CH:25][CH:24]=1, predict the reactants needed to synthesize it. The reactants are: [NH2:1][C@@H:2]([CH2:5][C:6]1[CH:11]=[CH:10][C:9]([O:12][C:13]2[N:18]3[CH:19]=[CH:20][N:21]=[C:17]3[CH:16]=[CH:15][CH:14]=2)=[CH:8][CH:7]=1)[CH2:3][OH:4].[CH2:22]([O:29][C:30]1[CH:35]=[CH:34][C:33]([C@H:36]([O:39][Si:40]([CH2:45][CH3:46])([CH2:43][CH3:44])[CH2:41][CH3:42])[CH2:37]I)=[CH:32][C:31]=1[NH:47][S:48]([CH3:51])(=[O:50])=[O:49])[C:23]1[CH:28]=[CH:27][CH:26]=[CH:25][CH:24]=1.C(N(C(C)C)CC)(C)C.O. (7) Given the product [CH:1]1([C:4]2[NH:8][C:7]3[C:9]([C:14]([NH:17][CH2:18][CH:19]4[CH2:24][CH2:23][CH2:22][CH2:21][NH:20]4)=[O:16])=[CH:10][CH:11]=[C:12]([OH:13])[C:6]=3[N:5]=2)[CH2:2][CH2:3]1, predict the reactants needed to synthesize it. The reactants are: [CH:1]1([C:4]2[NH:8][C:7]3[C:9]([C:14]([OH:16])=O)=[CH:10][CH:11]=[C:12]([OH:13])[C:6]=3[N:5]=2)[CH2:3][CH2:2]1.[NH2:17][CH2:18][CH:19]1[CH2:24][CH2:23][CH2:22][CH2:21][N:20]1C(OC(C)(C)C)=O. (8) Given the product [OH:41][CH:42]1[CH2:45][N:44]([C:1]([C:4]2[N:5]=[C:6](/[CH:9]=[CH:10]\[S:11][C:12]([C:25]3[CH:30]=[CH:29][CH:28]=[CH:27][CH:26]=3)([C:19]3[CH:24]=[CH:23][CH:22]=[CH:21][CH:20]=3)[C:13]3[CH:14]=[CH:15][CH:16]=[CH:17][CH:18]=3)[S:7][CH:8]=2)=[O:2])[CH2:43]1, predict the reactants needed to synthesize it. The reactants are: [C:1]([C:4]1[N:5]=[C:6](/[CH:9]=[CH:10]\[S:11][C:12]([C:25]2[CH:30]=[CH:29][CH:28]=[CH:27][CH:26]=2)([C:19]2[CH:24]=[CH:23][CH:22]=[CH:21][CH:20]=2)[C:13]2[CH:18]=[CH:17][CH:16]=[CH:15][CH:14]=2)[S:7][CH:8]=1)(O)=[O:2].C(C(C(C(O)=O)O)O)(O)=O.[OH:41][CH:42]1[CH2:45][NH:44][CH2:43]1.